This data is from Full USPTO retrosynthesis dataset with 1.9M reactions from patents (1976-2016). The task is: Predict the reactants needed to synthesize the given product. Given the product [CH3:3][N:4]1[C:12]2[C:7](=[CH:8][CH:9]=[CH:10][CH:11]=2)[C:6]([CH3:13])=[C:5]1[CH2:14][NH:2][CH3:1], predict the reactants needed to synthesize it. The reactants are: [CH3:1][NH2:2].[CH3:3][N:4]1[C:12]2[C:7](=[CH:8][CH:9]=[CH:10][CH:11]=2)[C:6]([CH3:13])=[C:5]1[CH:14]=O.[BH4-].[Na+].O.